Dataset: Forward reaction prediction with 1.9M reactions from USPTO patents (1976-2016). Task: Predict the product of the given reaction. (1) Given the reactants [Cl:1][C:2]1[C:3]([F:41])=[C:4]([CH:38]=[CH:39][CH:40]=1)[CH2:5][NH:6][C:7]([C@@H:9]1[CH2:13][C@@H:12]([F:14])[CH2:11][N:10]1[C:15](=[O:37])[CH2:16][N:17]1[C:25]2[C:20](=[CH:21][CH:22]=[C:23]([P:26]([O:31][CH2:32][CH3:33])([O:28][CH2:29][CH3:30])=[O:27])[CH:24]=2)[C:19]([C:34](O)=[O:35])=[N:18]1)=[O:8].[NH4+].[Cl-].C[N:45](C(ON1N=NC2C=CC=NC1=2)=[N+](C)C)C.F[P-](F)(F)(F)(F)F.CCN(C(C)C)C(C)C, predict the reaction product. The product is: [C:34]([C:19]1[C:20]2[C:25](=[CH:24][C:23]([P:26](=[O:27])([O:28][CH2:29][CH3:30])[O:31][CH2:32][CH3:33])=[CH:22][CH:21]=2)[N:17]([CH2:16][C:15]([N:10]2[CH2:11][C@H:12]([F:14])[CH2:13][C@H:9]2[C:7](=[O:8])[NH:6][CH2:5][C:4]2[CH:38]=[CH:39][CH:40]=[C:2]([Cl:1])[C:3]=2[F:41])=[O:37])[N:18]=1)(=[O:35])[NH2:45]. (2) Given the reactants [F:1][C:2]([F:22])([C:15]1[CH:20]=[CH:19][C:18]([F:21])=[CH:17][N:16]=1)[C:3]([NH:5][C:6]1[CH:14]=[CH:13][CH:12]=[CH:11][C:7]=1[C:8]([NH2:10])=[O:9])=O.ClC(Cl)C.Cl[Si](C)(C)C, predict the reaction product. The product is: [F:1][C:2]([F:22])([C:15]1[CH:20]=[CH:19][C:18]([F:21])=[CH:17][N:16]=1)[C:3]1[N:10]=[C:8]([OH:9])[C:7]2[C:6](=[CH:14][CH:13]=[CH:12][CH:11]=2)[N:5]=1. (3) Given the reactants [NH:1]1[CH:5]=[N:4][CH:3]=[N:2]1.[H-].[Na+].[Cl:8][C:9]1[CH:14]=[N:13][CH:12]=[C:11](Cl)[N:10]=1, predict the reaction product. The product is: [Cl:8][C:9]1[CH:14]=[N:13][CH:12]=[C:11]([N:1]2[CH:5]=[N:4][CH:3]=[N:2]2)[N:10]=1. (4) Given the reactants [NH2:1][C:2]1[CH:10]=[CH:9][C:5]([C:6]([OH:8])=O)=[CH:4][C:3]=1[F:11].[NH2:12][CH:13]1[CH2:18][CH2:17][N:16]([CH2:19][CH3:20])[CH2:15][CH2:14]1.CN(C(ON1N=NC2C=CC=NC1=2)=[N+](C)C)C.F[P-](F)(F)(F)(F)F.CCN(C(C)C)C(C)C, predict the reaction product. The product is: [NH2:1][C:2]1[CH:10]=[CH:9][C:5]([C:6]([NH:12][CH:13]2[CH2:18][CH2:17][N:16]([CH2:19][CH3:20])[CH2:15][CH2:14]2)=[O:8])=[CH:4][C:3]=1[F:11]. (5) Given the reactants [CH3:1][C@H:2]([C@@:10]([OH:25])([C:17]1[CH:18]=[CH:19][C:20]([F:24])=[CH:21][C:22]=1[F:23])[CH2:11][N:12]1[N:16]=[CH:15][N:14]=[CH:13]1)[C:3]1[N:8]=[CH:7][N:6]=[CH:5][C:4]=1[F:9].[C@@]12(CS([O-])(=O)=O)C(C)(C)C(CC1)CC2=O.C(=O)(O)[O-].[Na+], predict the reaction product. The product is: [CH3:1][C@H:2]([C@@:10]([OH:25])([C:17]1[CH:18]=[CH:19][C:20]([F:24])=[CH:21][C:22]=1[F:23])[CH2:11][N:12]1[N:16]=[CH:15][N:14]=[CH:13]1)[C:3]1[N:8]=[CH:7][N:6]=[CH:5][C:4]=1[F:9]. (6) Given the reactants [OH2:1].[OH-].[Li+].FC(F)(F)S([O-])(=O)=O.[CH2:12]([C@@:15]1([CH3:41])[CH2:20][C@H:19]([C:21]2[CH:26]=[CH:25][CH:24]=[C:23]([Cl:27])[CH:22]=2)[C@@H:18]([C:28]2[CH:33]=[CH:32][C:31]([Cl:34])=[CH:30][CH:29]=2)[N+:17]2[C@@H:35]([CH:38]([CH3:40])[CH3:39])[CH2:36][O:37][C:16]1=2)[CH:13]=[CH2:14], predict the reaction product. The product is: [CH2:12]([C@@:15]1([CH3:41])[CH2:20][C@H:19]([C:21]2[CH:26]=[CH:25][CH:24]=[C:23]([Cl:27])[CH:22]=2)[C@@H:18]([C:28]2[CH:33]=[CH:32][C:31]([Cl:34])=[CH:30][CH:29]=2)[N:17]([C@@H:35]([CH:38]([CH3:40])[CH3:39])[CH2:36][OH:1])[C:16]1=[O:37])[CH:13]=[CH2:14]. (7) The product is: [CH3:43][N:41]([CH3:42])[C:40](=[O:44])[NH:39][C:36]1[CH:37]=[CH:38][C:33]([S:30]([CH:27]([CH3:28])[CH3:29])(=[O:32])=[O:31])=[C:34]([C@H:45]2[CH2:49][CH2:48][CH2:47][N:46]2[C:12](=[O:13])[C@H:11]([NH:10][C:8]2[CH:9]=[C:4]([CH:5]=[CH:6][C:7]=2[F:25])[C:1]([NH2:2])=[O:3])[C:15]2[CH:20]=[CH:19][C:18]([F:21])=[C:17]([O:22][CH2:23][CH3:24])[CH:16]=2)[CH:35]=1. Given the reactants [C:1]([C:4]1[CH:5]=[CH:6][C:7]([F:25])=[C:8]([NH:10][CH:11]([C:15]2[CH:20]=[CH:19][C:18]([F:21])=[C:17]([O:22][CH2:23][CH3:24])[CH:16]=2)[C:12](O)=[O:13])[CH:9]=1)(=[O:3])[NH2:2].Cl.[CH:27]([S:30]([C:33]1[CH:38]=[CH:37][C:36]([NH:39][C:40](=[O:44])[N:41]([CH3:43])[CH3:42])=[CH:35][C:34]=1[C@H:45]1[CH2:49][CH2:48][CH2:47][NH:46]1)(=[O:32])=[O:31])([CH3:29])[CH3:28], predict the reaction product. (8) Given the reactants [CH3:1][C@H:2]1[NH:7][C@@H:6]([CH3:8])[CH2:5][N:4]([C:9]2[CH:10]=[C:11]([NH:18][S:19]([C:22]3[CH:27]=[CH:26][C:25](I)=[CH:24][CH:23]=3)(=[O:21])=[O:20])[CH:12]=[CH:13][C:14]=2[O:15][CH2:16][CH3:17])[CH2:3]1.[S:29]1[CH:33]=[CH:32][CH:31]=[C:30]1B(O)O.C(=O)([O-])[O-].[Na+].[Na+].Cl, predict the reaction product. The product is: [CH3:1][C@H:2]1[NH:7][C@@H:6]([CH3:8])[CH2:5][N:4]([C:9]2[CH:10]=[C:11]([NH:18][S:19]([C:22]3[CH:27]=[CH:26][C:25]([C:30]4[S:29][CH:33]=[CH:32][CH:31]=4)=[CH:24][CH:23]=3)(=[O:21])=[O:20])[CH:12]=[CH:13][C:14]=2[O:15][CH2:16][CH3:17])[CH2:3]1. (9) Given the reactants [CH2:1]([NH2:5])[CH2:2][CH:3]=[CH2:4].Cl.CC1C=CC(S(O[CH2:18][CH2:19][C:20]#[CH:21])(=O)=O)=CC=1.C(=O)([O-])[O-].[K+].[K+].[C:28](O[C:28]([O:30][C:31]([CH3:34])([CH3:33])[CH3:32])=[O:29])([O:30][C:31]([CH3:34])([CH3:33])[CH3:32])=[O:29], predict the reaction product. The product is: [CH2:1]([N:5]([CH2:18][CH2:19][C:20]#[CH:21])[C:28](=[O:29])[O:30][C:31]([CH3:34])([CH3:33])[CH3:32])[CH2:2][CH:3]=[CH2:4]. (10) Given the reactants [CH3:1][C:2]([C:6]1[CH:7]=[C:8]([CH:12]=[CH:13][CH:14]=1)[C:9]([OH:11])=O)([CH3:5])[C:3]#[CH:4].CN(C)C=O.[NH2:20][C:21]1[CH:22]=[C:23]([CH:40]=[CH:41][C:42]=1[F:43])[O:24][C:25]1[N:30]=[C:29]2[S:31][C:32]([NH:34][C:35]([CH:37]3[CH2:39][CH2:38]3)=[O:36])=[N:33][C:28]2=[CH:27][CH:26]=1.O, predict the reaction product. The product is: [CH:37]1([C:35]([NH:34][C:32]2[S:31][C:29]3[C:28]([N:33]=2)=[CH:27][CH:26]=[C:25]([O:24][C:23]2[CH:40]=[CH:41][C:42]([F:43])=[C:21]([NH:20][C:9](=[O:11])[C:8]4[CH:12]=[CH:13][CH:14]=[C:6]([C:2]([CH3:1])([CH3:5])[C:3]#[CH:4])[CH:7]=4)[CH:22]=2)[N:30]=3)=[O:36])[CH2:38][CH2:39]1.